Dataset: CYP2C19 inhibition data for predicting drug metabolism from PubChem BioAssay. Task: Regression/Classification. Given a drug SMILES string, predict its absorption, distribution, metabolism, or excretion properties. Task type varies by dataset: regression for continuous measurements (e.g., permeability, clearance, half-life) or binary classification for categorical outcomes (e.g., BBB penetration, CYP inhibition). Dataset: cyp2c19_veith. The molecule is O=C(O)c1cc(C(=O)C(=O)c2cc(C(=O)O)c(O)c3ccccc23)c2ccccc2c1O. The result is 0 (non-inhibitor).